This data is from Catalyst prediction with 721,799 reactions and 888 catalyst types from USPTO. The task is: Predict which catalyst facilitates the given reaction. (1) Product: [CH:1]1([NH:7][C:8]2[C:9]([NH2:14])=[CH:10][CH:11]=[CH:12][CH:13]=2)[CH2:6][CH2:5][CH2:4][CH2:3][CH2:2]1. Reactant: [CH:1]1([NH:7][C:8]2[CH:13]=[CH:12][CH:11]=[CH:10][C:9]=2[N+:14]([O-])=O)[CH2:6][CH2:5][CH2:4][CH2:3][CH2:2]1.[Sn](Cl)Cl. The catalyst class is: 5. (2) Reactant: O[C:2]1[C:7]([C:8]([O:10][CH2:11][CH3:12])=[O:9])=[CH:6][N:5]=[CH:4][N:3]=1.S(Cl)([Cl:15])=O. Product: [Cl:15][C:2]1[C:7]([C:8]([O:10][CH2:11][CH3:12])=[O:9])=[CH:6][N:5]=[CH:4][N:3]=1. The catalyst class is: 1. (3) Reactant: OC1C=CC=C[N+]=1[O-].Cl.CN(C)CCCN=C=NCC.[N:21]1[C:30]2[NH:29][CH2:28][CH2:27][CH2:26][C:25]=2[CH:24]=[CH:23][C:22]=1[CH2:31][CH2:32][CH2:33][C:34]1[N:39]=[CH:38][C:37]([CH2:40][C@@H:41]([C:43]([O:45]C)=[O:44])[NH2:42])=[CH:36][CH:35]=1.[Cl:47][C:48]1[CH:52]=[CH:51][S:50][C:49]=1[C:53](O)=[O:54].[OH-].[Na+]. Product: [Cl:47][C:48]1[CH:52]=[CH:51][S:50][C:49]=1[C:53]([NH:42][C@H:41]([C:43]([OH:45])=[O:44])[CH2:40][C:37]1[CH:38]=[N:39][C:34]([CH2:33][CH2:32][CH2:31][C:22]2[CH:23]=[CH:24][C:25]3[CH2:26][CH2:27][CH2:28][NH:29][C:30]=3[N:21]=2)=[CH:35][CH:36]=1)=[O:54]. The catalyst class is: 139. (4) Reactant: [CH:1]([N:4]([CH2:18][C:19]1[CH:35]=[CH:34][CH:33]=[CH:32][C:20]=1[O:21][CH2:22][CH2:23][CH2:24][CH2:25][CH2:26][C:27]([O:29]CC)=[O:28])[C:5](=[O:17])[C:6]1[CH:11]=[CH:10][C:9]([O:12][C:13]([F:16])([F:15])[F:14])=[CH:8][CH:7]=1)([CH3:3])[CH3:2].CCO.O.[OH-].[Li+].Cl. Product: [CH:1]([N:4]([CH2:18][C:19]1[CH:35]=[CH:34][CH:33]=[CH:32][C:20]=1[O:21][CH2:22][CH2:23][CH2:24][CH2:25][CH2:26][C:27]([OH:29])=[O:28])[C:5](=[O:17])[C:6]1[CH:7]=[CH:8][C:9]([O:12][C:13]([F:15])([F:16])[F:14])=[CH:10][CH:11]=1)([CH3:3])[CH3:2]. The catalyst class is: 20. (5) Reactant: C(O[CH:5]([C:11]1[CH:20]=[CH:19][CH:18]=[C:17]2[C:12]=1[CH:13]=[CH:14][N:15]=[CH:16]2)[C:6]([O:8][CH2:9][CH3:10])=[O:7])(=O)C. Product: [CH:16]1[C:17]2[C:12](=[C:11]([CH2:5][C:6]([O:8][CH2:9][CH3:10])=[O:7])[CH:20]=[CH:19][CH:18]=2)[CH:13]=[CH:14][N:15]=1. The catalyst class is: 8. (6) Reactant: [OH:1][C:2]1[CH:3]=[CH:4][C:5]2[C:6]3[S:14][C:13]([CH2:15][CH2:16][CH3:17])=[N:12][C:7]=3[CH:8]=[N:9][C:10]=2[CH:11]=1.C(=O)([O-])[O-].[Cs+].[Cs+].[F:24][C:25]1[CH:32]=[CH:31][C:28]([CH2:29]Br)=[CH:27][CH:26]=1. Product: [F:24][C:25]1[CH:32]=[CH:31][C:28]([CH2:29][O:1][C:2]2[CH:3]=[CH:4][C:5]3[C:6]4[S:14][C:13]([CH2:15][CH2:16][CH3:17])=[N:12][C:7]=4[CH:8]=[N:9][C:10]=3[CH:11]=2)=[CH:27][CH:26]=1. The catalyst class is: 3. (7) Reactant: [CH2:1]([C@H:8]1[CH2:12][O:11][C:10](=[O:13])[N:9]1[C:14](=[O:42])[C@@H:15]([O:32][C:33]1[CH:38]=[CH:37][C:36]([CH:39]([CH3:41])[CH3:40])=[CH:35][CH:34]=1)[C@@H:16]([C:18]1[CH:23]=[CH:22][C:21]([O:24]CC2C=CC=CC=2)=[CH:20][CH:19]=1)[OH:17])[C:2]1[CH:7]=[CH:6][CH:5]=[CH:4][CH:3]=1. Product: [CH2:1]([C@H:8]1[CH2:12][O:11][C:10](=[O:13])[N:9]1[C:14](=[O:42])[C@@H:15]([O:32][C:33]1[CH:38]=[CH:37][C:36]([CH:39]([CH3:40])[CH3:41])=[CH:35][CH:34]=1)[C@H:16]([OH:17])[C:18]1[CH:23]=[CH:22][C:21]([OH:24])=[CH:20][CH:19]=1)[C:2]1[CH:7]=[CH:6][CH:5]=[CH:4][CH:3]=1. The catalyst class is: 45. (8) Reactant: [Br:1][C:2]1[C:7]2[N:8]([CH2:20][CH2:21][CH2:22][C:23](OCC)=[O:24])[C:9]([NH:11][C:12]3[CH:17]=[CH:16][C:15]([Cl:18])=[CH:14][C:13]=3[Cl:19])=[N:10][C:6]=2[CH:5]=[CH:4][CH:3]=1.[BH4-].[Li+]. Product: [Br:1][C:2]1[C:7]2[N:8]([CH2:20][CH2:21][CH2:22][CH2:23][OH:24])[C:9]([NH:11][C:12]3[CH:17]=[CH:16][C:15]([Cl:18])=[CH:14][C:13]=3[Cl:19])=[N:10][C:6]=2[CH:5]=[CH:4][CH:3]=1. The catalyst class is: 7.